This data is from Peptide-MHC class I binding affinity with 185,985 pairs from IEDB/IMGT. The task is: Regression. Given a peptide amino acid sequence and an MHC pseudo amino acid sequence, predict their binding affinity value. This is MHC class I binding data. (1) The peptide sequence is RRSRPSGDLRQ. The MHC is Mamu-B03 with pseudo-sequence Mamu-B03. The binding affinity (normalized) is 0.177. (2) The peptide sequence is WLSMTDEMR. The MHC is HLA-A31:01 with pseudo-sequence HLA-A31:01. The binding affinity (normalized) is 0.308. (3) The peptide sequence is EPELDVAVL. The MHC is HLA-B35:03 with pseudo-sequence HLA-B35:03. The binding affinity (normalized) is 0.292. (4) The peptide sequence is ILKEPVHGV. The MHC is HLA-B45:01 with pseudo-sequence HLA-B45:01. The binding affinity (normalized) is 0.0282.